This data is from Reaction yield outcomes from USPTO patents with 853,638 reactions. The task is: Predict the reaction yield, written as a fraction of the theoretical maximum amount of product (1.0 means a 100% yield; for example, 0.34 means a 34% yield). (1) The reactants are [CH2:1]([N:3]([CH2:18][CH3:19])[CH2:4][CH2:5][NH:6][C:7]([C:9]1[C:13]([CH3:14])=[C:12]([CH:15]=O)[NH:11][C:10]=1[CH3:17])=[O:8])[CH3:2].[NH2:20][C:21]1[N:22]=[C:23]([Cl:42])[C:24]2[CH2:29][C:28](=[O:30])[N:27]([CH2:31][C:32]3[C:37]([CH3:38])=[C:36]([O:39][CH3:40])[C:35]([CH3:41])=[CH:34][N:33]=3)[C:25]=2[N:26]=1.N1CCCCC1. The catalyst is CCO. The product is [NH2:20][C:21]1[N:22]=[C:23]([Cl:42])[C:24]2=[C:25]([N:27]([CH2:31][C:32]3[C:37]([CH3:38])=[C:36]([O:39][CH3:40])[C:35]([CH3:41])=[CH:34][N:33]=3)[C:28](=[O:30])/[C:29]/2=[CH:15]\[C:12]2[NH:11][C:10]([CH3:17])=[C:9]([C:7]([NH:6][CH2:5][CH2:4][N:3]([CH2:18][CH3:19])[CH2:1][CH3:2])=[O:8])[C:13]=2[CH3:14])[N:26]=1. The yield is 0.480. (2) The reactants are [CH:1]1[C:10]2[C:11]3[CH2:16][NH:15][CH2:14][CH2:13][C:12]=3[N:8]3[C:9]=2[C:4]([CH2:5][CH2:6][CH2:7]3)=[CH:3][CH:2]=1.[BH3-]C#N.[Na+].[OH-].[Na+].O. The catalyst is C(O)(C(F)(F)F)=O. The product is [CH:1]1[C:10]2[C@H:11]3[CH2:16][NH:15][CH2:14][CH2:13][C@H:12]3[N:8]3[C:9]=2[C:4]([CH2:5][CH2:6][CH2:7]3)=[CH:3][CH:2]=1. The yield is 0.680. (3) The reactants are [C:1](=[O:23])([O:20][CH2:21][CH3:22])[O:2][C:3]1[CH:8]=[CH:7][C:6]([CH3:9])=[CH:5][C:4]=1[CH:10]1[CH:17]2[CH2:18][CH:13]3[CH2:14][CH:15]([CH2:19][CH:11]1[CH2:12]3)[CH2:16]2.[N+:24]([O-])([O-:26])=[O:25].[K+]. The catalyst is OS(O)(=O)=O. The product is [C:1](=[O:23])([O:20][CH2:21][CH3:22])[O:2][C:3]1[CH:8]=[C:7]([N+:24]([O-:26])=[O:25])[C:6]([CH3:9])=[CH:5][C:4]=1[CH:10]1[CH:11]2[CH2:19][CH:15]3[CH2:14][CH:13]([CH2:18][CH:17]1[CH2:16]3)[CH2:12]2. The yield is 0.250. (4) The reactants are [F:1][C:2]1[CH:3]=[C:4]2[C:9](=[C:10]([NH2:12])[CH:11]=1)[N:8]=[CH:7][CH:6]=[CH:5]2.[F:13][C:14]([F:26])([F:25])[C:15]1[N:20]=[CH:19][C:18]([S:21](Cl)(=[O:23])=[O:22])=[CH:17][CH:16]=1.N1C=CC=CC=1. The catalyst is C(Cl)Cl.CN(C1C=CN=CC=1)C. The product is [F:1][C:2]1[CH:3]=[C:4]2[C:9](=[C:10]([NH:12][S:21]([C:18]3[CH:19]=[N:20][C:15]([C:14]([F:26])([F:13])[F:25])=[CH:16][CH:17]=3)(=[O:23])=[O:22])[CH:11]=1)[N:8]=[CH:7][CH:6]=[CH:5]2. The yield is 0.260. (5) The reactants are [C:1]([NH:4][C:5]1[N:10]=[CH:9][C:8]([NH:11][C:12](=[O:24])[C:13]2[C:18]([F:19])=[CH:17][CH:16]=[C:15]([N+:20]([O-])=O)[C:14]=2[F:23])=[CH:7][CH:6]=1)(=[O:3])[CH3:2]. The catalyst is CO.[Pd]. The product is [C:1]([NH:4][C:5]1[N:10]=[CH:9][C:8]([NH:11][C:12](=[O:24])[C:13]2[C:18]([F:19])=[CH:17][CH:16]=[C:15]([NH2:20])[C:14]=2[F:23])=[CH:7][CH:6]=1)(=[O:3])[CH3:2]. The yield is 0.860. (6) The reactants are [CH2:1]([O:3][C:4](=[O:24])/[CH:5]=[C:6](/[C:13]1[CH:18]=[C:17]([C:19]([F:22])([F:21])[F:20])[CH:16]=[C:15]([Br:23])[CH:14]=1)\[C:7]1[O:8][C:9]([CH3:12])=[N:10][N:11]=1)[CH3:2]. The catalyst is C(O)(=O)C.[Zn]. The product is [CH2:1]([O:3][C:4](=[O:24])[CH2:5][CH:6]([C:13]1[CH:18]=[C:17]([C:19]([F:20])([F:21])[F:22])[CH:16]=[C:15]([Br:23])[CH:14]=1)[C:7]1[O:8][C:9]([CH3:12])=[N:10][N:11]=1)[CH3:2]. The yield is 0.350. (7) The reactants are [C:1]1([C@H:7]([NH:9][CH2:10]C(O)=O)[CH3:8])[CH:6]=[CH:5][CH:4]=[CH:3][CH:2]=1.[CH2:14]([O:16][C:17](=[O:25])[N:18]([CH2:22][CH:23]=[CH2:24])[CH2:19][CH:20]=O)[CH3:15]. The catalyst is C1(C)C=CC=CC=1.CO. The product is [C:1]1([C@H:7]([N:9]2[CH:20]3[CH2:19][N:18]([C:17]([O:16][CH2:14][CH3:15])=[O:25])[CH2:22][CH:23]3[CH2:24][CH2:10]2)[CH3:8])[CH:6]=[CH:5][CH:4]=[CH:3][CH:2]=1. The yield is 1.00.